This data is from Forward reaction prediction with 1.9M reactions from USPTO patents (1976-2016). The task is: Predict the product of the given reaction. (1) The product is: [CH:1]1[C:10]2[C:5](=[CH:6][CH:7]=[CH:8][CH:9]=2)[CH:4]=[CH:3][C:2]=1[CH2:11][NH:12][CH2:13][CH:14]1[CH:15]2[CH:19]1[CH2:18][N:17]([C:20]1[N:25]=[CH:24][C:23]([C:26]([OH:28])=[O:27])=[CH:22][N:21]=1)[CH2:16]2. Given the reactants [CH:1]1[C:10]2[C:5](=[CH:6][CH:7]=[CH:8][CH:9]=2)[CH:4]=[CH:3][C:2]=1[CH2:11][NH:12][CH2:13][CH:14]1[CH:19]2[CH:15]1[CH2:16][N:17]([C:20]1[N:25]=[CH:24][C:23]([C:26]([O:28]CC)=[O:27])=[CH:22][N:21]=1)[CH2:18]2.[OH-].[Na+].Cl, predict the reaction product. (2) Given the reactants Cl.[NH2:2][C@H:3]1[CH2:8][CH2:7][C@H:6]([NH:9][C:10]([C:12]2[C:16]3[N:17]=[CH:18][N:19]=[C:20]([C:21]4[CH:26]=[C:25]([F:27])[CH:24]=[CH:23][C:22]=4[O:28][CH2:29][CH:30]4[CH2:32][CH2:31]4)[C:15]=3[NH:14][C:13]=2[CH3:33])=[O:11])[CH2:5][CH2:4]1.[C:34](Cl)(=[O:36])[CH3:35], predict the reaction product. The product is: [C:34]([NH:2][C@H:3]1[CH2:8][CH2:7][C@H:6]([NH:9][C:10]([C:12]2[C:16]3[N:17]=[CH:18][N:19]=[C:20]([C:21]4[CH:26]=[C:25]([F:27])[CH:24]=[CH:23][C:22]=4[O:28][CH2:29][CH:30]4[CH2:31][CH2:32]4)[C:15]=3[NH:14][C:13]=2[CH3:33])=[O:11])[CH2:5][CH2:4]1)(=[O:36])[CH3:35]. (3) Given the reactants [CH2:1]([C:5]1[CH:6]=[C:7]2[C:12](=[C:13]([O:15][C@@H:16]3[CH2:20][CH2:19][N:18](C(OC(C)(C)C)=O)[CH2:17]3)[CH:14]=1)[N:11]=[CH:10][CH:9]=[CH:8]2)[CH2:2][CH2:3][CH3:4].Cl, predict the reaction product. The product is: [CH2:1]([C:5]1[CH:6]=[C:7]2[C:12](=[C:13]([O:15][C@@H:16]3[CH2:20][CH2:19][NH:18][CH2:17]3)[CH:14]=1)[N:11]=[CH:10][CH:9]=[CH:8]2)[CH2:2][CH2:3][CH3:4]. (4) Given the reactants Cl[C:2]1[CH:3]=[CH:4][C:5]2[CH:6]([CH3:21])[N:7]([CH3:20])[CH2:8][C@@H:9]([C:13]3[CH:18]=[CH:17][C:16]([F:19])=[CH:15][N:14]=3)[O:10][C:11]=2[N:12]=1.[CH3:22][O:23][C:24]1[N:29]=[C:28]([NH2:30])[CH:27]=[CH:26][C:25]=1[N:31]1[CH:35]=[C:34]([CH3:36])[N:33]=[CH:32]1.C(=O)([O-])[O-].[Cs+].[Cs+].CC1(C)C2C(=C(P(C3C=CC=CC=3)C3C=CC=CC=3)C=CC=2)OC2C(P(C3C=CC=CC=3)C3C=CC=CC=3)=CC=CC1=2, predict the reaction product. The product is: [F:19][C:16]1[CH:17]=[CH:18][C:13]([C@@H:9]2[CH2:8][N:7]([CH3:20])[CH:6]([CH3:21])[C:5]3[CH:4]=[CH:3][C:2]([NH:30][C:28]4[CH:27]=[CH:26][C:25]([N:31]5[CH:35]=[C:34]([CH3:36])[N:33]=[CH:32]5)=[C:24]([O:23][CH3:22])[N:29]=4)=[N:12][C:11]=3[O:10]2)=[N:14][CH:15]=1. (5) Given the reactants N1(C(N2C=CN=C2)=O)C=CN=C1.NC1C2C(=NC=C(Br)C=2N2CCC[C@@H](NC(=O)OC(C)(C)C)C2)NC=1.N1CCC1.[Br:42][C:43]1[C:44]([N:60]2[CH2:65][CH2:64][CH2:63][C@@H:62]([NH:66][C:67](=[O:73])[O:68][C:69]([CH3:72])([CH3:71])[CH3:70])[CH2:61]2)=[C:45]2[C:51]([NH:52][C:53]([N:55]3[CH:59]=[CH:58]N=[CH:56]3)=[O:54])=[CH:50][NH:49][C:46]2=[N:47][CH:48]=1, predict the reaction product. The product is: [N:55]1([C:53]([NH:52][C:51]2[C:45]3[C:46](=[N:47][CH:48]=[C:43]([Br:42])[C:44]=3[N:60]3[CH2:65][CH2:64][CH2:63][C@@H:62]([NH:66][C:67](=[O:73])[O:68][C:69]([CH3:71])([CH3:70])[CH3:72])[CH2:61]3)[NH:49][CH:50]=2)=[O:54])[CH2:59][CH2:58][CH2:56]1. (6) Given the reactants [CH:1]1[C:13]2[NH:12][C:11]3[C:6](=[CH:7][CH:8]=[CH:9][CH:10]=3)[C:5]=2[C:4]([O:14][CH2:15][CH:16]([OH:24])[CH2:17][N:18]2[CH2:23][CH2:22][NH:21][CH2:20][CH2:19]2)=[CH:3][CH:2]=1.CCN(C(C)C)C(C)C.[F:34][C:35]([F:47])([F:46])[C:36]1[CH:37]=[C:38]([S:42](Cl)(=[O:44])=[O:43])[CH:39]=[CH:40][CH:41]=1, predict the reaction product. The product is: [CH:1]1[C:13]2[NH:12][C:11]3[C:6](=[CH:7][CH:8]=[CH:9][CH:10]=3)[C:5]=2[C:4]([O:14][CH2:15][CH:16]([OH:24])[CH2:17][N:18]2[CH2:23][CH2:22][N:21]([S:42]([C:38]3[CH:39]=[CH:40][CH:41]=[C:36]([C:35]([F:34])([F:46])[F:47])[CH:37]=3)(=[O:44])=[O:43])[CH2:20][CH2:19]2)=[CH:3][CH:2]=1.